Dataset: Aqueous solubility values for 9,982 compounds from the AqSolDB database. Task: Regression/Classification. Given a drug SMILES string, predict its absorption, distribution, metabolism, or excretion properties. Task type varies by dataset: regression for continuous measurements (e.g., permeability, clearance, half-life) or binary classification for categorical outcomes (e.g., BBB penetration, CYP inhibition). For this dataset (solubility_aqsoldb), we predict Y. The molecule is NC(N)=O.O=S(=O)([O-])O.OC[P+](CO)(CO)CO. The Y is 0.404 log mol/L.